This data is from Full USPTO retrosynthesis dataset with 1.9M reactions from patents (1976-2016). The task is: Predict the reactants needed to synthesize the given product. (1) The reactants are: [CH:1]1(O)[CH2:5][CH2:4][CH:3]([OH:6])[CH2:2]1.[Cl:8][C:9]1[C:10]2[C:17]([I:18])=[CH:16][NH:15][C:11]=2[N:12]=[CH:13][N:14]=1. Given the product [Cl:8][C:9]1[C:10]2[C:17]([I:18])=[CH:16][N:15]([CH:1]3[CH2:5][CH2:4][CH:3]([OH:6])[CH2:2]3)[C:11]=2[N:12]=[CH:13][N:14]=1, predict the reactants needed to synthesize it. (2) Given the product [C:22]([O:21][C:18](=[O:20])[CH2:19][C:10]([C:9]1[CH:15]=[CH:16][CH:17]=[C:7]([C:3]2[N:2]([CH3:1])[CH:6]=[CH:5][N:4]=2)[CH:8]=1)=[O:12])([CH3:25])([CH3:24])[CH3:23], predict the reactants needed to synthesize it. The reactants are: [CH3:1][N:2]1[CH:6]=[CH:5][N:4]=[C:3]1[C:7]1[CH:8]=[C:9]([CH:15]=[CH:16][CH:17]=1)[C:10]([O:12]CC)=O.[C:18]([O:21][C:22]([CH3:25])([CH3:24])[CH3:23])(=[O:20])[CH3:19].[Li].